Dataset: Forward reaction prediction with 1.9M reactions from USPTO patents (1976-2016). Task: Predict the product of the given reaction. (1) The product is: [F:38][C:32]1[C:33]([CH:35]([CH3:37])[CH3:36])=[CH:34][C:29]([C:20]2[CH:21]=[CH:22][C:23]([C:25]([F:27])([F:28])[F:26])=[CH:24][C:19]=2[CH2:18][N:8]2[C@@H:7]([CH2:6][C:5]3[CH:4]=[CH:3][C:2]([CH3:1])=[CH:14][CH:13]=3)[CH2:11][O:10][C:9]2=[O:12])=[C:30]([O:39][CH3:40])[CH:31]=1. Given the reactants [CH3:1][C:2]1[CH:14]=[CH:13][C:5]([CH2:6][C@H:7]2[CH2:11][O:10][C:9](=[O:12])[NH:8]2)=[CH:4][CH:3]=1.[H-].[Na+].Br[CH2:18][C:19]1[CH:24]=[C:23]([C:25]([F:28])([F:27])[F:26])[CH:22]=[CH:21][C:20]=1[C:29]1[CH:34]=[C:33]([CH:35]([CH3:37])[CH3:36])[C:32]([F:38])=[CH:31][C:30]=1[O:39][CH3:40], predict the reaction product. (2) Given the reactants Br[C:2]1[CH:3]=[C:4]([CH2:8][NH:9][C:10]([C:12]2[CH:17]=[C:16]([CH3:18])[CH:15]=[C:14]([C:19]([NH:21][CH2:22][C:23]3[C:24]([NH:36][CH:37]4[CH2:42][CH2:41][O:40][CH2:39][CH2:38]4)=[C:25]4[CH:33]=[N:32][N:31]([CH2:34][CH3:35])[C:26]4=[N:27][C:28]=3[CH2:29][CH3:30])=[O:20])[CH:13]=2)=[O:11])[CH:5]=[CH:6][CH:7]=1.[CH:43]([C:45]1[CH:46]=[C:47](B(O)O)[CH:48]=[CH:49][CH:50]=1)=[O:44].C(=O)([O-])[O-].[K+].[K+], predict the reaction product. The product is: [CH2:34]([N:31]1[C:26]2=[N:27][C:28]([CH2:29][CH3:30])=[C:23]([CH2:22][NH:21][C:19]([C:14]3[CH:15]=[C:16]([CH3:18])[CH:17]=[C:12]([C:10]([NH:9][CH2:8][C:4]4[CH:3]=[C:2]([C:49]5[CH:48]=[CH:47][CH:46]=[C:45]([CH:43]=[O:44])[CH:50]=5)[CH:7]=[CH:6][CH:5]=4)=[O:11])[CH:13]=3)=[O:20])[C:24]([NH:36][CH:37]3[CH2:42][CH2:41][O:40][CH2:39][CH2:38]3)=[C:25]2[CH:33]=[N:32]1)[CH3:35]. (3) Given the reactants [CH:1]1([NH:4][C:5]([C:7]2[CH:8]=[C:9]([C:15]3[CH:20]=[CH:19][C:18](F)=[C:17]([CH:22]=O)[CH:16]=3)[C:10]([CH3:14])=[C:11]([F:13])[CH:12]=2)=[O:6])[CH2:3][CH2:2]1.[NH:24]([C:26]1[CH:31]=[C:30]([CH3:32])[N:29]=[C:28]([CH3:33])[N:27]=1)[NH2:25], predict the reaction product. The product is: [CH:1]1([NH:4][C:5](=[O:6])[C:7]2[CH:12]=[C:11]([F:13])[C:10]([CH3:14])=[C:9]([C:15]3[CH:16]=[C:17]4[C:18](=[CH:19][CH:20]=3)[N:24]([C:26]3[CH:31]=[C:30]([CH3:32])[N:29]=[C:28]([CH3:33])[N:27]=3)[N:25]=[CH:22]4)[CH:8]=2)[CH2:3][CH2:2]1. (4) Given the reactants [OH:1][CH:2]1[CH2:7][CH2:6][N:5]([CH2:8][C:9]2[CH:28]=[CH:27][C:12]([CH2:13][O:14][C:15]3[CH:20]=[CH:19][C:18]([CH2:21][CH2:22][C:23]([O:25]C)=[O:24])=[CH:17][CH:16]=3)=[CH:11][CH:10]=2)[CH2:4][CH2:3]1.[CH:29]([C:32]1[CH:37]=[CH:36][CH:35]=[C:34]([CH:38]([CH3:40])[CH3:39])[C:33]=1O)([CH3:31])[CH3:30].C(P(CCCC)CCCC)CCC.N(C(N1CCCCC1)=O)=NC(N1CCCCC1)=O.[OH-].[Na+].Cl, predict the reaction product. The product is: [CH:38]([C:34]1[CH:35]=[CH:36][CH:37]=[C:32]([CH:29]([CH3:31])[CH3:30])[C:33]=1[O:1][CH:2]1[CH2:7][CH2:6][N:5]([CH2:8][C:9]2[CH:10]=[CH:11][C:12]([CH2:13][O:14][C:15]3[CH:16]=[CH:17][C:18]([CH2:21][CH2:22][C:23]([OH:25])=[O:24])=[CH:19][CH:20]=3)=[CH:27][CH:28]=2)[CH2:4][CH2:3]1)([CH3:40])[CH3:39]. (5) Given the reactants Cl[C:2]1[N:7]=[CH:6][N:5]=[C:4]2[N:8]([CH2:11][CH2:12][N:13]3[CH2:18][CH2:17][CH2:16][CH2:15][CH2:14]3)[N:9]=[CH:10][C:3]=12.[NH:19]1[CH2:23][CH2:22][CH2:21][C:20]1=[O:24].CC1(C)C2C(=C(P(C3C=CC=CC=3)C3C=CC=CC=3)C=CC=2)OC2C(P(C3C=CC=CC=3)C3C=CC=CC=3)=CC=CC1=2.C(=O)([O-])[O-].[Cs+].[Cs+], predict the reaction product. The product is: [N:13]1([CH2:12][CH2:11][N:8]2[C:4]3=[N:5][CH:6]=[N:7][C:2]([N:19]4[CH2:23][CH2:22][CH2:21][C:20]4=[O:24])=[C:3]3[CH:10]=[N:9]2)[CH2:18][CH2:17][CH2:16][CH2:15][CH2:14]1.